From a dataset of Forward reaction prediction with 1.9M reactions from USPTO patents (1976-2016). Predict the product of the given reaction. Given the reactants [N:1]([CH2:4][CH2:5][C:6]1([C:11]([NH:13][C@@H:14]([CH2:18][C:19]2[CH:24]=[CH:23][C:22]([NH:25][C:26](=[O:35])[C:27]3[C:32]([Cl:33])=[CH:31][CH:30]=[CH:29][C:28]=3[Cl:34])=[CH:21][CH:20]=2)[C:15]([OH:17])=[O:16])=[O:12])[CH2:10][CH2:9][CH2:8][CH2:7]1)=[N+]=[N-].[CH2:36]1[CH2:40]OC[CH2:37]1.[CH3:41]P(C)C, predict the reaction product. The product is: [C:36]([O:17][C:15](=[O:16])[C@@H:14]([NH:13][C:11]([C:6]1([CH2:5][CH2:4][NH2:1])[CH2:10][CH2:9][CH2:8][CH2:7]1)=[O:12])[CH2:18][C:19]1[CH:24]=[CH:23][C:22]([NH:25][C:26](=[O:35])[C:27]2[C:32]([Cl:33])=[CH:31][CH:30]=[CH:29][C:28]=2[Cl:34])=[CH:21][CH:20]=1)([CH3:37])([CH3:40])[CH3:41].